The task is: Predict which catalyst facilitates the given reaction.. This data is from Catalyst prediction with 721,799 reactions and 888 catalyst types from USPTO. (1) Reactant: [CH3:1][N:2]([CH3:11])[C:3]1[CH:8]=[C:7]([CH3:9])[CH:6]=[C:5]([CH3:10])[CH:4]=1.FC(F)(F)S(O[C:18]1[CH:23]=[CH:22]C=[CH:20][C:19]=1[Si](C)(C)C)(=O)=O.[F-].[K+].C1OCCOCCOCCOCCOCCOC1. Product: [CH3:1][N:2]([C:11]1[CH:22]=[CH:23][CH:18]=[CH:19][CH:20]=1)[C:3]1[CH:4]=[C:5]([CH3:10])[CH:6]=[C:7]([CH3:9])[CH:8]=1. The catalyst class is: 1. (2) Reactant: Br[C:2]1[CH:7]=[CH:6][C:5]([C:8]2([C:11]3[N:15]4[CH2:16][CH2:17][S:18][C:19]([CH2:22][O:23][Si](C(C)(C)C)(C)C)([CH3:21])[CH2:20][C:14]4=[N:13][N:12]=3)[CH2:10][CH2:9]2)=[CH:4][CH:3]=1.[C:31]([C:33]1[CH:38]=[CH:37][N:36]=[CH:35][C:34]=1B1OC(C)(C)C(C)(C)O1)#[N:32].C(=O)([O-])[O-].[K+].[K+].C(=O)([O-])O.[Na+]. The catalyst class is: 437. Product: [OH:23][CH2:22][C:19]1([CH3:21])[S:18][CH2:17][CH2:16][N:15]2[C:11]([C:8]3([C:5]4[CH:4]=[CH:3][C:2]([C:38]5[CH:37]=[N:36][CH:35]=[CH:34][C:33]=5[C:31]#[N:32])=[CH:7][CH:6]=4)[CH2:10][CH2:9]3)=[N:12][N:13]=[C:14]2[CH2:20]1. (3) Reactant: [F:1][C:2]1[CH:3]=[C:4]([CH:11]=[CH:12][C:13]=1[CH2:14][C:15]([C:17]1[CH:22]=[CH:21][C:20]([O:23]C)=[C:19]([F:25])[C:18]=1[OH:26])=[O:16])[C:5]([O:7]C(C)C)=[O:6].[Al+3].[Cl-].[Cl-].[Cl-].Cl. Product: [F:1][C:2]1[CH:3]=[C:4]([CH:11]=[CH:12][C:13]=1[CH2:14][C:15]([C:17]1[CH:22]=[CH:21][C:20]([OH:23])=[C:19]([F:25])[C:18]=1[OH:26])=[O:16])[C:5]([OH:7])=[O:6]. The catalyst class is: 11. (4) Reactant: Cl[C:2]1[C:7]([N:8]([CH3:11])[CH:9]=[O:10])=[CH:6][CH:5]=[C:4]([C:12]2[S:13][C:14]3[CH:20]=[C:19]([O:21][CH2:22][O:23][CH2:24][CH3:25])[CH:18]=[CH:17][C:15]=3[N:16]=2)[N:3]=1.[F-:26].[Cs+]. Product: [CH2:24]([O:23][CH2:22][O:21][C:19]1[CH:18]=[CH:17][C:15]2[N:16]=[C:12]([C:4]3[N:3]=[C:2]([F:26])[C:7]([N:8]([CH3:11])[CH:9]=[O:10])=[CH:6][CH:5]=3)[S:13][C:14]=2[CH:20]=1)[CH3:25]. The catalyst class is: 3. (5) Reactant: [Na].[Na].[S:3]([NH:13][CH2:14][CH2:15][CH2:16][N:17]([S:32]([C:35]1[CH:41]=[CH:40][C:38]([CH3:39])=[CH:37][CH:36]=1)(=[O:34])=[O:33])[CH2:18][CH2:19][CH2:20][NH:21][S:22]([C:25]1[CH:31]=[CH:30][C:28]([CH3:29])=[CH:27][CH:26]=1)(=[O:24])=[O:23])([C:6]1[CH:12]=[CH:11][C:9]([CH3:10])=[CH:8][CH:7]=1)(=[O:5])=[O:4].S(C(=O)[CH2:53][CH2:54][CH2:55][N:56]([CH2:72][C:73]1[CH:78]=[CH:77][C:76]([N+:79]([O-:81])=[O:80])=[CH:75][CH:74]=1)[CH2:57][CH2:58][CH2:59]C(S(C1C=CC(C)=CC=1)(=O)=O)=O)(C1C=CC(C)=CC=1)(=O)=O.O. Product: [S:22]([N:21]1[CH2:59][CH2:58][CH2:57][N:56]([CH2:72][C:73]2[CH:74]=[CH:75][C:76]([N+:79]([O-:81])=[O:80])=[CH:77][CH:78]=2)[CH2:55][CH2:54][CH2:53][N:13]([S:3]([C:6]2[CH:12]=[CH:11][C:9]([CH3:10])=[CH:8][CH:7]=2)(=[O:4])=[O:5])[CH2:14][CH2:15][CH2:16][N:17]([S:32]([C:35]2[CH:41]=[CH:40][C:38]([CH3:39])=[CH:37][CH:36]=2)(=[O:33])=[O:34])[CH2:18][CH2:19][CH2:20]1)([C:25]1[CH:31]=[CH:30][C:28]([CH3:29])=[CH:27][CH:26]=1)(=[O:24])=[O:23]. The catalyst class is: 3. (6) Reactant: [Cl:1][C:2]1[CH:3]=[C:4]([CH:8]([NH:11][C:12]2[O:13][C:14]3[C:20]([O:21][CH3:22])=[CH:19][C:18]([C:23](O)=[O:24])=[CH:17][C:15]=3[N:16]=2)[CH2:9][F:10])[CH:5]=[CH:6][CH:7]=1.[CH2:26]([O:28][C@H:29]1[CH2:33][NH:32][CH:31]([CH2:34][CH2:35][OH:36])[CH2:30]1)[CH3:27].C(N(CC)C(C)C)(C)C.CN(C(ON1N=NC2C=CC=NC1=2)=[N+](C)C)C.F[P-](F)(F)(F)(F)F. Product: [Cl:1][C:2]1[CH:3]=[C:4]([CH:8]([NH:11][C:12]2[O:13][C:14]3[C:20]([O:21][CH3:22])=[CH:19][C:18]([C:23]([N:32]4[CH2:33][C@H:29]([O:28][CH2:26][CH3:27])[CH2:30][CH:31]4[CH2:34][CH2:35][OH:36])=[O:24])=[CH:17][C:15]=3[N:16]=2)[CH2:9][F:10])[CH:5]=[CH:6][CH:7]=1. The catalyst class is: 9. (7) Reactant: [Cl:1][C:2]1[CH:7]=[CH:6][C:5](/[CH:8]=[CH:9]/[C:10]([OH:12])=O)=[C:4]([CH2:13][N:14]2[N:18]=[N:17][C:16]([CH3:19])=[N:15]2)[CH:3]=1.[CH3:20][C:21]1[CH:22]=[N:23][N:24]([CH2:26][CH2:27][CH:28]2[CH2:33][CH2:32][NH:31][CH2:30][CH2:29]2)[CH:25]=1.CCN(C(C)C)C(C)C.C(P1(=O)OP(CCC)(=O)OP(CCC)(=O)O1)CC. Product: [Cl:1][C:2]1[CH:7]=[CH:6][C:5](/[CH:8]=[CH:9]/[C:10]([N:31]2[CH2:32][CH2:33][CH:28]([CH2:27][CH2:26][N:24]3[CH:25]=[C:21]([CH3:20])[CH:22]=[N:23]3)[CH2:29][CH2:30]2)=[O:12])=[C:4]([CH2:13][N:14]2[N:18]=[N:17][C:16]([CH3:19])=[N:15]2)[CH:3]=1. The catalyst class is: 3. (8) Reactant: [CH3:1][C:2]1[CH:3]=[C:4]([OH:9])[CH:5]=[C:6]([CH3:8])[CH:7]=1.[H-].[Na+].Cl[C:13]1[CH:18]=[CH:17][N:16]=[CH:15][C:14]=1[S:19]([N:22]1[CH2:27][CH2:26][N:25]([C:28]([O:30][C:31]([CH3:34])([CH3:33])[CH3:32])=[O:29])[CH2:24][CH2:23]1)(=[O:21])=[O:20]. Product: [CH3:1][C:2]1[CH:3]=[C:4]([CH:5]=[C:6]([CH3:8])[CH:7]=1)[O:9][C:13]1[CH:18]=[CH:17][N:16]=[CH:15][C:14]=1[S:19]([N:22]1[CH2:27][CH2:26][N:25]([C:28]([O:30][C:31]([CH3:34])([CH3:33])[CH3:32])=[O:29])[CH2:24][CH2:23]1)(=[O:21])=[O:20]. The catalyst class is: 12. (9) Reactant: [CH3:1][O:2][C:3]1[C:8]([N+:9]([O-:11])=[O:10])=[CH:7][N:6]=[C:5]([C:12]([OH:14])=O)[CH:4]=1.Cl.[F:16][C:17]1[CH:18]=[C:19]([C@@H:28]([C:30]2[C:35]([F:36])=[CH:34][CH:33]=[CH:32][N:31]=2)[NH2:29])[CH:20]=[CH:21][C:22]=1[O:23][C:24]([F:27])([F:26])[F:25].CN(C(ON1N=NC2C=CC=NC1=2)=[N+](C)C)C.F[P-](F)(F)(F)(F)F.CCN(C(C)C)C(C)C. Product: [F:16][C:17]1[CH:18]=[C:19]([C@@H:28]([C:30]2[C:35]([F:36])=[CH:34][CH:33]=[CH:32][N:31]=2)[NH:29][C:12](=[O:14])[C:5]2[CH:4]=[C:3]([O:2][CH3:1])[C:8]([N+:9]([O-:11])=[O:10])=[CH:7][N:6]=2)[CH:20]=[CH:21][C:22]=1[O:23][C:24]([F:27])([F:26])[F:25]. The catalyst class is: 303. (10) Reactant: [Br:1][C:2]1[C:14](=[O:15])[N:13]([CH:16]2[CH2:20][CH2:19][CH2:18][CH2:17]2)[C:5]2[N:6]=[C:7](S(C)=O)[N:8]=[CH:9][C:4]=2[C:3]=1[CH3:21].[CH3:22][CH:23]1[O:28][CH:27]([CH3:29])[CH2:26][N:25]([C:30]2[CH:31]=[CH:32][C:33]([NH2:36])=[N:34][CH:35]=2)[CH2:24]1. Product: [Br:1][C:2]1[C:14](=[O:15])[N:13]([CH:16]2[CH2:20][CH2:19][CH2:18][CH2:17]2)[C:5]2[N:6]=[C:7]([NH:36][C:33]3[CH:32]=[CH:31][C:30]([N:25]4[CH2:26][CH:27]([CH3:29])[O:28][CH:23]([CH3:22])[CH2:24]4)=[CH:35][N:34]=3)[N:8]=[CH:9][C:4]=2[C:3]=1[CH3:21]. The catalyst class is: 11.